This data is from Reaction yield outcomes from USPTO patents with 853,638 reactions. The task is: Predict the reaction yield, written as a fraction of the theoretical maximum amount of product (1.0 means a 100% yield; for example, 0.34 means a 34% yield). (1) The reactants are [NH2:1][C:2]1[CH:6]=[CH:5][NH:4][N:3]=1.CN1[CH:15]=[CH:14][C:12](=[O:13])N(C)C1=O.[O-]CC.[Na+:20].C(O)C. The catalyst is CO.ClCCl. The product is [N:4]1[N:3]2[CH:15]=[CH:14][C:12]([O-:13])=[N:1][C:2]2=[CH:6][CH:5]=1.[Na+:20]. The yield is 0.950. (2) The reactants are [Cl:1][C:2]1[CH:7]=[CH:6][C:5]([CH2:8][C:9]#[N:10])=[C:4]([F:11])[CH:3]=1.[F:12][C:13]1[CH:14]=[C:15]([CH:18]=[CH:19][CH:20]=1)[CH:16]=O.C[O-].[Na+]. The catalyst is CO. The product is [Cl:1][C:2]1[CH:7]=[CH:6][C:5](/[C:8](=[CH:16]/[C:15]2[CH:18]=[CH:19][CH:20]=[C:13]([F:12])[CH:14]=2)/[C:9]#[N:10])=[C:4]([F:11])[CH:3]=1. The yield is 0.980. (3) The reactants are [Cl:1][C:2]1[CH:8]=[C:7]([O:9][C:10]2[C:19]3[C:14](=[CH:15][C:16]([O:22][CH3:23])=[C:17]([O:20][CH3:21])[CH:18]=3)[N:13]=[CH:12][N:11]=2)[CH:6]=[CH:5][C:3]=1[NH2:4].C(N(CC)CC)C.ClC(Cl)(O[C:35](=[O:41])OC(Cl)(Cl)Cl)Cl.[CH:43]([N:46]([CH:50]([CH3:52])[CH3:51])[CH2:47][CH2:48][NH2:49])([CH3:45])[CH3:44]. The catalyst is C(Cl)(Cl)Cl.O. The product is [Cl:1][C:2]1[CH:8]=[C:7]([O:9][C:10]2[C:19]3[C:14](=[CH:15][C:16]([O:22][CH3:23])=[C:17]([O:20][CH3:21])[CH:18]=3)[N:13]=[CH:12][N:11]=2)[CH:6]=[CH:5][C:3]=1[NH:4][C:35]([NH:49][CH2:48][CH2:47][N:46]([CH:50]([CH3:52])[CH3:51])[CH:43]([CH3:45])[CH3:44])=[O:41]. The yield is 0.430.